This data is from Peptide-MHC class I binding affinity with 185,985 pairs from IEDB/IMGT. The task is: Regression. Given a peptide amino acid sequence and an MHC pseudo amino acid sequence, predict their binding affinity value. This is MHC class I binding data. (1) The peptide sequence is CSDSKLIGY. The MHC is HLA-A01:01 with pseudo-sequence HLA-A01:01. The binding affinity (normalized) is 0.802. (2) The peptide sequence is ERKQREAL. The MHC is Mamu-B03 with pseudo-sequence Mamu-B03. The binding affinity (normalized) is 0.0261. (3) The peptide sequence is RYFSVTRPL. The MHC is HLA-B40:01 with pseudo-sequence HLA-B40:01. The binding affinity (normalized) is 0.0847. (4) The peptide sequence is MPDCGMSVL. The MHC is HLA-B07:02 with pseudo-sequence HLA-B07:02. The binding affinity (normalized) is 0.574. (5) The peptide sequence is FIRDCSVAL. The MHC is HLA-A01:01 with pseudo-sequence HLA-A01:01. The binding affinity (normalized) is 0.0847. (6) The peptide sequence is YAREAGIAM. The MHC is HLA-B83:01 with pseudo-sequence HLA-B83:01. The binding affinity (normalized) is 0.213.